Dataset: Reaction yield outcomes from USPTO patents with 853,638 reactions. Task: Predict the reaction yield, written as a fraction of the theoretical maximum amount of product (1.0 means a 100% yield; for example, 0.34 means a 34% yield). (1) The reactants are [Br:1][C:2]1[C:3]([CH3:11])=[C:4]([Cl:10])[C:5]([CH3:9])=[N+:6]([O-])[CH:7]=1.ClCCl.FC(F)(F)C(OC(=O)C(F)(F)F)=[O:18].C(=O)([O-])[O-].[K+].[K+].[OH-].[Na+].O.Cl.C(=O)(O)[O-].[Na+]. No catalyst specified. The product is [Br:1][C:2]1[C:3]([CH3:11])=[C:4]([Cl:10])[C:5]([CH2:9][OH:18])=[N:6][CH:7]=1. The yield is 0.690. (2) The reactants are [CH2:1]([CH2:3][NH2:4])[OH:2].CCN(C(C)C)C(C)C.[C:14]([C:18]1[N:22]([CH2:23][CH:24]2[CH2:29][CH2:28][O:27][CH2:26][CH2:25]2)[C:21]2[CH:30]=[CH:31][C:32]([S:34]([N:37]3[CH:41]=[C:40]([C:42](O)=[O:43])[CH:39]=[N:38]3)(=[O:36])=[O:35])=[CH:33][C:20]=2[N:19]=1)([CH3:17])([CH3:16])[CH3:15].CN(C(ON1N=NC2C=CC=NC1=2)=[N+](C)C)C.F[P-](F)(F)(F)(F)F. The catalyst is O. The product is [C:14]([C:18]1[N:22]([CH2:23][CH:24]2[CH2:29][CH2:28][O:27][CH2:26][CH2:25]2)[C:21]2[CH:30]=[CH:31][C:32]([S:34]([N:37]3[CH:41]=[C:40]([C:42]([NH:4][CH2:3][CH2:1][OH:2])=[O:43])[CH:39]=[N:38]3)(=[O:36])=[O:35])=[CH:33][C:20]=2[N:19]=1)([CH3:17])([CH3:15])[CH3:16]. The yield is 0.710.